The task is: Predict the reaction yield, written as a fraction of the theoretical maximum amount of product (1.0 means a 100% yield; for example, 0.34 means a 34% yield).. This data is from Reaction yield outcomes from USPTO patents with 853,638 reactions. (1) The reactants are [CH2:1]([C:13]1[CH:18]=[C:17]([CH2:19][CH3:20])[C:16]([NH2:21])=[C:15]([CH2:22][CH3:23])[CH:14]=1)[C:2]1[CH:7]=[C:6]([CH2:8][CH3:9])[C:5]([NH2:10])=[C:4]([CH2:11][CH3:12])[CH:3]=1.[CH2:24]([C:26]([CH3:28])=O)[CH3:25]. The product is [CH:24]([NH:21][C:16]1[C:17]([CH2:19][CH3:20])=[CH:18][C:13]([CH2:1][C:2]2[CH:7]=[C:6]([CH2:8][CH3:9])[C:5]([NH:10][CH:1]([CH2:2][CH3:3])[CH3:13])=[C:4]([CH2:11][CH3:12])[CH:3]=2)=[CH:14][C:15]=1[CH2:22][CH3:23])([CH2:26][CH3:28])[CH3:25]. The yield is 0.860. The catalyst is [Pt].O1CCCC1. (2) The reactants are [C:1]([O-:4])(=O)[CH3:2].[Na+].Cl.[NH2:7][OH:8].[Cl:9][CH:10]=[C:11]1[CH:17]=[CH:16][C:15]2[CH:18]=[C:19]([CH:22]=O)[CH:20]=[CH:21]C=2O[CH2:12]1. The catalyst is CO. The product is [Cl:9][CH:10]=[C:11]1[CH:17]=[CH:16][C:15]2[CH:18]=[C:19]([C:20](=[N:7][OH:8])[CH3:21])[CH:22]=[CH:2][C:1]=2[O:4][CH2:12]1. The yield is 1.00. (3) The reactants are [CH3:1][O:2][C:3](=[O:24])[CH2:4][C:5]1[C:14]([CH3:15])=[C:13]([C:16]2[CH:21]=[CH:20][C:19]([NH2:22])=[CH:18][CH:17]=2)[C:12]2[C:7](=[CH:8][CH:9]=[C:10]([Cl:23])[CH:11]=2)[CH:6]=1.[CH3:25][C:26]1[CH:31]=[CH:30][CH:29]=[CH:28][C:27]=1[S:32](Cl)(=[O:34])=[O:33].C(N(C(C)C)CC)(C)C. The catalyst is C1COCC1. The product is [CH3:1][O:2][C:3](=[O:24])[CH2:4][C:5]1[C:14]([CH3:15])=[C:13]([C:16]2[CH:21]=[CH:20][C:19]([NH:22][S:32]([C:27]3[C:26]([CH3:25])=[CH:31][CH:30]=[CH:29][CH:28]=3)(=[O:34])=[O:33])=[CH:18][CH:17]=2)[C:12]2[C:7](=[CH:8][CH:9]=[C:10]([Cl:23])[CH:11]=2)[CH:6]=1. The yield is 0.621. (4) The reactants are Cl[C:2]([O:4][C:5]1[CH:10]=[CH:9][C:8]([N+:11]([O-:13])=[O:12])=[CH:7][CH:6]=1)=[O:3].C(N(C(C)C)CC)(C)C.[CH3:23][O:24]/[C:25](=[CH:30]\[C:31]1[CH:36]=[CH:35][C:34]([C:37]2[CH:42]=[CH:41][CH:40]=[C:39]([NH:43][CH3:44])[CH:38]=2)=[CH:33][CH:32]=1)/[C:26]([O:28][CH3:29])=[O:27]. No catalyst specified. The product is [CH3:23][O:24]/[C:25](=[CH:30]\[C:31]1[CH:36]=[CH:35][C:34]([C:37]2[CH:42]=[CH:41][CH:40]=[C:39]([N:43]([CH3:44])[C:2]([O:4][C:5]3[CH:10]=[CH:9][C:8]([N+:11]([O-:13])=[O:12])=[CH:7][CH:6]=3)=[O:3])[CH:38]=2)=[CH:33][CH:32]=1)/[C:26]([O:28][CH3:29])=[O:27]. The yield is 1.00. (5) The reactants are [CH:1]([NH:4][CH:5]([CH3:7])C)([CH3:3])C.N#N.[Li]CCCC.FC1[C:21]([I:22])=CC=CN=1.[CH:23](OCC)=[O:24].[CH3:28][O-:29].[Na+]. The catalyst is C1COCC1.CO. The product is [I:22][C:21]1[C:3]([CH:23]=[O:24])=[C:1]([O:29][CH3:28])[N:4]=[CH:5][CH:7]=1. The yield is 0.640. (6) The reactants are [Cl-].O[NH3+:3].[C:4](=[O:7])([O-])[OH:5].[Na+].CS(C)=O.[CH2:13]([C:17]1[N:18]=[C:19]([CH3:47])[N:20]([CH2:39][C:40]2[CH:45]=[CH:44][CH:43]=[CH:42][C:41]=2[Cl:46])[C:21](=[O:38])[C:22]=1[CH2:23][C:24]1[CH:29]=[CH:28][C:27]([C:30]2[C:31]([C:36]#[N:37])=[CH:32][CH:33]=[CH:34][CH:35]=2)=[CH:26][CH:25]=1)[CH2:14][CH2:15][CH3:16]. The catalyst is C(OCC)(=O)C. The product is [CH2:13]([C:17]1[N:18]=[C:19]([CH3:47])[N:20]([CH2:39][C:40]2[CH:45]=[CH:44][CH:43]=[CH:42][C:41]=2[Cl:46])[C:21](=[O:38])[C:22]=1[CH2:23][C:24]1[CH:25]=[CH:26][C:27]([C:30]2[CH:35]=[CH:34][CH:33]=[CH:32][C:31]=2[C:36]2[NH:3][C:4](=[O:7])[O:5][N:37]=2)=[CH:28][CH:29]=1)[CH2:14][CH2:15][CH3:16]. The yield is 0.670. (7) The product is [CH2:42]([C:4]1[N:3]=[C:2]([Cl:1])[CH:10]=[CH:9][C:5]=1[C:6]([NH2:12])=[O:8])[C:43]1[CH:48]=[CH:47][CH:46]=[CH:45][CH:44]=1. The reactants are [Cl:1][C:2]1[CH:10]=[CH:9][C:5]([C:6]([OH:8])=O)=[CH:4][N:3]=1.C[N:12](C(ON1N=NC2C=CC=NC1=2)=[N+](C)C)C.F[P-](F)(F)(F)(F)F.C(N(CC)CC)C.[CH2:42](N)[C:43]1[CH:48]=[CH:47][CH:46]=[CH:45][CH:44]=1. The catalyst is CN(C=O)C. The yield is 0.640. (8) The reactants are [H-].[Na+].[NH2:3][C:4]1[N:9]([CH3:10])[C:8](=[O:11])[NH:7][C:6](=[O:12])[CH:5]=1.[C:13]([O:16][C@H:17]([CH3:23])[CH2:18][CH2:19][CH2:20][CH2:21]Cl)(=[O:15])[CH3:14].[Cl-].[Na+]. The catalyst is CS(C)=O. The product is [C:13]([O:16][C@H:17]([CH3:23])[CH2:18][CH2:19][CH2:20][CH2:21][N:7]1[C:6](=[O:12])[CH:5]=[C:4]([NH2:3])[N:9]([CH3:10])[C:8]1=[O:11])(=[O:15])[CH3:14]. The yield is 0.780. (9) The reactants are C([O:8][C@H:9]1[C:19]2([CH2:21][CH2:20]2)[C@H:18]2[C@@H:11]([O:12][Si:13]([CH:31]([CH3:33])[CH3:32])([CH:28]([CH3:30])[CH3:29])[O:14][Si:15]([CH:25]([CH3:27])[CH3:26])([CH:22]([CH3:24])[CH3:23])[O:16][CH2:17]2)[C@@H:10]1[F:34])C1C=CC=CC=1.B(Cl)(Cl)Cl. The catalyst is C(Cl)Cl. The product is [F:34][C@H:10]1[C@@H:11]2[O:12][Si:13]([CH:28]([CH3:30])[CH3:29])([CH:31]([CH3:33])[CH3:32])[O:14][Si:15]([CH:25]([CH3:26])[CH3:27])([CH:22]([CH3:23])[CH3:24])[O:16][CH2:17][C@H:18]2[C:19]2([CH2:21][CH2:20]2)[C@@H:9]1[OH:8]. The yield is 0.780. (10) The reactants are [C:1]([C:3]1[CH:8]=[CH:7][C:6](B(O)O)=[CH:5][CH:4]=1)#[N:2].[C:12]([O:16][C:17](=[O:26])[NH:18][C:19]1[CH:24]=[CH:23][CH:22]=[C:21](Br)[CH:20]=1)([CH3:15])([CH3:14])[CH3:13].C([O-])([O-])=O.[K+].[K+]. The catalyst is CN(C=O)C.O.C1C=CC([P]([Pd]([P](C2C=CC=CC=2)(C2C=CC=CC=2)C2C=CC=CC=2)([P](C2C=CC=CC=2)(C2C=CC=CC=2)C2C=CC=CC=2)[P](C2C=CC=CC=2)(C2C=CC=CC=2)C2C=CC=CC=2)(C2C=CC=CC=2)C2C=CC=CC=2)=CC=1. The product is [C:12]([O:16][C:17](=[O:26])[NH:18][C:19]1[CH:24]=[C:23]([C:6]2[CH:7]=[CH:8][C:3]([C:1]#[N:2])=[CH:4][CH:5]=2)[CH:22]=[CH:21][CH:20]=1)([CH3:15])([CH3:13])[CH3:14]. The yield is 0.590.